The task is: Predict which catalyst facilitates the given reaction.. This data is from Catalyst prediction with 721,799 reactions and 888 catalyst types from USPTO. (1) Reactant: [C:1]1([CH2:14][O:15][C:16]([NH:18][C@H:19]([C:61]([OH:63])=[O:62])[CH2:20][S:21][CH2:22][CH:23]([O:43][C:44](=[O:60])[CH2:45][CH2:46][CH2:47][CH2:48][CH2:49][CH2:50][CH2:51][CH2:52][CH2:53][CH2:54][CH2:55][CH2:56][CH2:57][CH2:58][CH3:59])[CH2:24][O:25][C:26](=[O:42])[CH2:27][CH2:28][CH2:29][CH2:30][CH2:31][CH2:32][CH2:33][CH2:34][CH2:35][CH2:36][CH2:37][CH2:38][CH2:39][CH2:40][CH3:41])=[O:17])[C:13]2[CH2:12][C:11]3[C:6](=[CH:7][CH:8]=[CH:9][CH:10]=3)[C:5]=2[CH:4]=[CH:3][CH:2]=1.C(OC(=O)[C@H](CSC[C@H](OC(=O)CCCCCCCCCCCCCCC)COC(=O)CCCCCCCCCCCCCCC)NC(OCC1C2CC3C(=CC=CC=3)C=2C=CC=1)=O)(C)(C)C. Product: [C:1]1([CH2:14][O:15][C:16]([NH:18][C@H:19]([C:61]([OH:63])=[O:62])[CH2:20][S:21][CH2:22][C@H:23]([O:43][C:44](=[O:60])[CH2:45][CH2:46][CH2:47][CH2:48][CH2:49][CH2:50][CH2:51][CH2:52][CH2:53][CH2:54][CH2:55][CH2:56][CH2:57][CH2:58][CH3:59])[CH2:24][O:25][C:26](=[O:42])[CH2:27][CH2:28][CH2:29][CH2:30][CH2:31][CH2:32][CH2:33][CH2:34][CH2:35][CH2:36][CH2:37][CH2:38][CH2:39][CH2:40][CH3:41])=[O:17])[C:13]2[CH2:12][C:11]3[C:6](=[CH:7][CH:8]=[CH:9][CH:10]=3)[C:5]=2[CH:4]=[CH:3][CH:2]=1. The catalyst class is: 55. (2) Product: [C:10]1([CH2:9][O:8][C:6](=[O:7])[NH:16][CH2:17][C:18](=[O:19])[N:1]2[CH2:5][CH2:4][CH2:3][CH2:2]2)[CH:11]=[CH:12][CH:13]=[CH:14][CH:15]=1. Reactant: [NH:1]1[CH2:5][CH2:4][CH2:3][CH2:2]1.[C:6]([NH:16][CH2:17][C:18](O)=[O:19])([O:8][CH2:9][C:10]1[CH:15]=[CH:14][CH:13]=[CH:12][CH:11]=1)=[O:7].C1C=NC2N(O)N=NC=2C=1.CN1CCOCC1.C(Cl)CCl. The catalyst class is: 4.